Dataset: Forward reaction prediction with 1.9M reactions from USPTO patents (1976-2016). Task: Predict the product of the given reaction. (1) The product is: [Cl:4][C:5]1[N:6]=[C:7]([CH3:12])[N:8]=[C:9]([NH2:1])[CH:10]=1. Given the reactants [NH3:1].CO.[Cl:4][C:5]1[CH:10]=[C:9](Cl)[N:8]=[C:7]([CH3:12])[N:6]=1, predict the reaction product. (2) Given the reactants [CH:1]([C:4]1[O:8][N:7]=[C:6]([N:9]2[CH2:14][CH2:13][NH:12][C@H:11]([CH3:15])[CH2:10]2)[N:5]=1)([CH3:3])[CH3:2].Cl[C:17]1[N:22]=[CH:21][C:20]([O:23][CH2:24][C:25]2[C:30]([C:31]#[N:32])=[CH:29][N:28]=[CH:27][CH:26]=2)=[CH:19][N:18]=1.C(N(CC)C(C)C)(C)C, predict the reaction product. The product is: [CH:1]([C:4]1[O:8][N:7]=[C:6]([N:9]2[CH2:14][CH2:13][N:12]([C:17]3[N:18]=[CH:19][C:20]([O:23][CH2:24][C:25]4[C:30]([C:31]#[N:32])=[CH:29][N:28]=[CH:27][CH:26]=4)=[CH:21][N:22]=3)[C@H:11]([CH3:15])[CH2:10]2)[N:5]=1)([CH3:3])[CH3:2]. (3) Given the reactants [Cl:1][C:2]1[CH:7]=[C:6]([F:8])[C:5]([N:9]2[C:14](=[O:15])[CH:13]=[C:12]([C:16]([F:19])([F:18])[F:17])[NH:11][C:10]2=[O:20])=[C:4]([N+:21]([O-:23])=[O:22])[C:3]=1[CH3:24].[C:25](=O)([O-])[O-].[K+].[K+].COS(OC)(=O)=O.O, predict the reaction product. The product is: [Cl:1][C:2]1[CH:7]=[C:6]([F:8])[C:5]([N:9]2[C:14](=[O:15])[CH:13]=[C:12]([C:16]([F:18])([F:19])[F:17])[N:11]([CH3:25])[C:10]2=[O:20])=[C:4]([N+:21]([O-:23])=[O:22])[C:3]=1[CH3:24]. (4) Given the reactants CC1(C)C(C)(C)OB([C:9]2[CH:21]=[CH:20][C:12]([CH2:13][NH:14][C:15]([CH:17]3[CH2:19][CH2:18]3)=[O:16])=[CH:11][CH:10]=2)O1.[CH2:23]([O:30][C:31]([N:33]1[CH2:37][CH2:36][CH2:35][CH:34]1[C:38]1[CH:43]=[CH:42][C:41](Br)=[CH:40][CH:39]=1)=[O:32])[C:24]1[CH:29]=[CH:28][CH:27]=[CH:26][CH:25]=1.CN(C=O)C, predict the reaction product. The product is: [CH2:23]([O:30][C:31]([N:33]1[CH2:37][CH2:36][CH2:35][CH:34]1[C:38]1[CH:43]=[CH:42][C:41]([C:9]2[CH:10]=[CH:11][C:12]([CH2:13][NH:14][C:15]([CH:17]3[CH2:18][CH2:19]3)=[O:16])=[CH:20][CH:21]=2)=[CH:40][CH:39]=1)=[O:32])[C:24]1[CH:25]=[CH:26][CH:27]=[CH:28][CH:29]=1. (5) The product is: [C:39]([O:38][C@H:37]1[C@H:10]([O:11][C:12](=[O:14])[CH3:13])[C@@H:9]([O:15][C:16](=[O:18])[CH3:17])[C@H:8]([C:19]2[CH:24]=[CH:23][C:22]([Cl:25])=[C:21]([CH2:26][C:27]3[CH:32]=[CH:31][C:30]([C:33](=[N:51][O:50][CH3:49])[CH2:34][CH3:35])=[CH:29][CH:28]=3)[CH:20]=2)[O:7][C@@H:6]1[CH2:5][O:4][C:1](=[O:3])[CH3:2])(=[O:41])[CH3:40]. Given the reactants [C:1]([O:4][C@H:5]1[C@H:10]([O:11][C:12](=[O:14])[CH3:13])[C@@H:9]([O:15][C:16](=[O:18])[CH3:17])[C@H:8]([C:19]2[CH:24]=[CH:23][C:22]([Cl:25])=[C:21]([CH2:26][C:27]3[CH:32]=[CH:31][C:30]([C:33](=O)[CH2:34][CH3:35])=[CH:29][CH:28]=3)[CH:20]=2)[O:7][C@@H:6]1[CH2:37][O:38][C:39](=[O:41])[CH3:40])(=[O:3])[CH3:2].N1C=CC=CC=1.Cl.[CH3:49][O:50][NH2:51], predict the reaction product. (6) Given the reactants [CH2:1]([O:8][C@@H:9]1[C@@H:17]([O:18][CH2:19][C:20]2[CH:25]=[CH:24][CH:23]=[CH:22][CH:21]=2)[CH2:16][O:15][C:14](=[O:26])[C@@H:13]([NH:27]C(=O)OCC2C=CC=CC=2)[CH2:12][O:11][CH2:10]1)[C:2]1[CH:7]=[CH:6][CH:5]=[CH:4][CH:3]=1.CCOC(C)=O.N.C(O)C, predict the reaction product. The product is: [NH2:27][C@H:13]1[CH2:12][O:11][CH2:10][C@H:9]([O:8][CH2:1][C:2]2[CH:7]=[CH:6][CH:5]=[CH:4][CH:3]=2)[C@@H:17]([O:18][CH2:19][C:20]2[CH:25]=[CH:24][CH:23]=[CH:22][CH:21]=2)[CH2:16][O:15][C:14]1=[O:26]. (7) Given the reactants [CH2:1]([O:3][C:4]1[N:9]=[C:8]([N:10]2[C:14]([NH2:15])=[CH:13][C:12]([CH3:16])=[N:11]2)[CH:7]=[CH:6][CH:5]=1)[CH3:2].[CH2:17](OC1N=C(NN)C=CC=1)[CH3:18].[Cl:28][C:29]1[CH:34]=[CH:33][CH:32]=[C:31](OCC)N=1.IC1C=CC=CC=1C(O)=O, predict the reaction product. The product is: [CH2:1]([O:3][C:4]1[N:9]=[C:8]([N:10]2[C:14]([NH2:15])=[CH:13][C:12]([CH3:16])=[N:11]2)[CH:7]=[CH:6][CH:5]=1)[CH3:2].[Cl:28][C:29]1[C:34]2[C:33](=[CH:32][CH:31]=[CH:17][CH:18]=2)[N:15]=[C:14]2[N:10]([C:8]3[CH:7]=[CH:6][CH:5]=[C:4]([O:3][CH2:1][CH3:2])[N:9]=3)[N:11]=[C:12]([CH3:16])[C:13]=12.